Dataset: Reaction yield outcomes from USPTO patents with 853,638 reactions. Task: Predict the reaction yield, written as a fraction of the theoretical maximum amount of product (1.0 means a 100% yield; for example, 0.34 means a 34% yield). (1) The reactants are [C:1]([NH:5][S:6]([C:9]1[S:10][C:11]([Cl:15])=[CH:12][C:13]=1[F:14])(=[O:8])=[O:7])(C)(C)C.C1CCN2C(=NCCC2)CC1.FC(F)(F)C(O)=[O:30].[NH2:34][C:35]1[CH:40]=[CH:39][C:38]([N:41]2[C:50](=[O:51])[C:49]3[C:44](=[CH:45][CH:46]=[CH:47][CH:48]=3)[NH:43][C:42]2=[O:52])=[CH:37][CH:36]=1.C(#N)C. The catalyst is C(O)(C(F)(F)F)=O. The product is [O:52]=[C:42]1[N:41]([C:38]2[CH:39]=[CH:40][C:35]([NH:34][C:1]([NH:5][S:6]([C:9]3[S:10][C:11]([Cl:15])=[CH:12][C:13]=3[F:14])(=[O:8])=[O:7])=[O:30])=[CH:36][CH:37]=2)[C:50](=[O:51])[C:49]2[C:44](=[CH:45][CH:46]=[CH:47][CH:48]=2)[NH:43]1. The yield is 0.340. (2) The reactants are [NH2:1][C:2]1[CH:11]=[CH:10][C:5]2[NH:6][C:7](=[O:9])[NH:8][C:4]=2[CH:3]=1.[Cl:12][C:13]1[N:18]=[C:17](Cl)[C:16]([F:20])=[CH:15][N:14]=1.CO. The catalyst is O. The product is [Cl:12][C:13]1[N:18]=[C:17]([NH:1][C:2]2[CH:11]=[CH:10][C:5]3[NH:6][C:7](=[O:9])[NH:8][C:4]=3[CH:3]=2)[C:16]([F:20])=[CH:15][N:14]=1. The yield is 0.700.